Dataset: Merck oncology drug combination screen with 23,052 pairs across 39 cell lines. Task: Regression. Given two drug SMILES strings and cell line genomic features, predict the synergy score measuring deviation from expected non-interaction effect. (1) Drug 1: N#Cc1ccc(Cn2cncc2CN2CCN(c3cccc(Cl)c3)C(=O)C2)cc1. Drug 2: COC1CC2CCC(C)C(O)(O2)C(=O)C(=O)N2CCCCC2C(=O)OC(C(C)CC2CCC(OP(C)(C)=O)C(OC)C2)CC(=O)C(C)C=C(C)C(O)C(OC)C(=O)C(C)CC(C)C=CC=CC=C1C. Cell line: ES2. Synergy scores: synergy=29.3. (2) Drug 1: N#Cc1ccc(Cn2cncc2CN2CCN(c3cccc(Cl)c3)C(=O)C2)cc1. Drug 2: COC1=C2CC(C)CC(OC)C(O)C(C)C=C(C)C(OC(N)=O)C(OC)C=CC=C(C)C(=O)NC(=CC1=O)C2=O. Cell line: UWB1289BRCA1. Synergy scores: synergy=-8.40. (3) Drug 1: CCC1(O)C(=O)OCc2c1cc1n(c2=O)Cc2cc3c(CN(C)C)c(O)ccc3nc2-1. Drug 2: Cn1cc(-c2cnn3c(N)c(Br)c(C4CCCNC4)nc23)cn1. Cell line: A2780. Synergy scores: synergy=4.65. (4) Drug 1: C=CCn1c(=O)c2cnc(Nc3ccc(N4CCN(C)CC4)cc3)nc2n1-c1cccc(C(C)(C)O)n1. Drug 2: CCc1c2c(nc3ccc(O)cc13)-c1cc3c(c(=O)n1C2)COC(=O)C3(O)CC. Cell line: OCUBM. Synergy scores: synergy=9.92. (5) Drug 1: O=S1(=O)NC2(CN1CC(F)(F)F)C1CCC2Cc2cc(C=CCN3CCC(C(F)(F)F)CC3)ccc2C1. Drug 2: NC1CCCCC1N.O=C(O)C(=O)O.[Pt+2]. Cell line: A2780. Synergy scores: synergy=-28.1.